This data is from Retrosynthesis with 50K atom-mapped reactions and 10 reaction types from USPTO. The task is: Predict the reactants needed to synthesize the given product. The reactants are: CSc1cc2c(cc1C(F)(F)F)NCC2.O=C=Nc1ccccc1. Given the product CSc1cc2c(cc1C(F)(F)F)N(C(=O)Nc1ccccc1)CC2, predict the reactants needed to synthesize it.